Dataset: Reaction yield outcomes from USPTO patents with 853,638 reactions. Task: Predict the reaction yield, written as a fraction of the theoretical maximum amount of product (1.0 means a 100% yield; for example, 0.34 means a 34% yield). (1) The product is [Cl:1][C:2]1[C:3]([O:12][C:13]2[CH:18]=[C:17]([O:19][CH2:20][CH2:21][O:22][CH3:23])[CH:16]=[CH:15][C:14]=2/[CH:24]=[C:25](\[CH3:29])/[C:26]([NH:51][S:48]([NH:47][CH2:46][CH2:45][CH2:44][O:43][CH3:42])(=[O:50])=[O:49])=[O:28])=[N:4][CH:5]=[C:6]([C:8]([F:11])([F:10])[F:9])[CH:7]=1. The yield is 0.280. The catalyst is C(#N)C.CN(C)C1C=CN=CC=1.C(OCC)(=O)C. The reactants are [Cl:1][C:2]1[C:3]([O:12][C:13]2[CH:18]=[C:17]([O:19][CH2:20][CH2:21][O:22][CH3:23])[CH:16]=[CH:15][C:14]=2/[CH:24]=[C:25](\[CH3:29])/[C:26]([OH:28])=O)=[N:4][CH:5]=[C:6]([C:8]([F:11])([F:10])[F:9])[CH:7]=1.Cl.C(N=C=NCCCN(C)C)C.[CH3:42][O:43][CH2:44][CH2:45][CH2:46][NH:47][S:48]([NH2:51])(=[O:50])=[O:49].Cl. (2) The reactants are [CH2:1]([O:3][C:4]([C:6]1[N:7]([CH2:34][C:35]2[CH:40]=[CH:39][CH:38]=[C:37]([Cl:41])[CH:36]=2)[C:8]2[C:13]([C:14]=1[NH:15][C:16](=[O:24])[C:17]1[CH:22]=[CH:21][C:20]([Cl:23])=[CH:19][CH:18]=1)=[CH:12][CH:11]=[C:10]([C:25]1[CH:30]=[CH:29][C:28]([C:31](O)=[O:32])=[CH:27][CH:26]=1)[CH:9]=2)=[O:5])[CH3:2].CC(O)=O. The catalyst is C1COCC1. The product is [CH2:1]([O:3][C:4]([C:6]1[N:7]([CH2:34][C:35]2[CH:40]=[CH:39][CH:38]=[C:37]([Cl:41])[CH:36]=2)[C:8]2[C:13]([C:14]=1[NH:15][C:16](=[O:24])[C:17]1[CH:18]=[CH:19][C:20]([Cl:23])=[CH:21][CH:22]=1)=[CH:12][CH:11]=[C:10]([C:25]1[CH:30]=[CH:29][C:28]([CH2:31][OH:32])=[CH:27][CH:26]=1)[CH:9]=2)=[O:5])[CH3:2]. The yield is 0.780. (3) The reactants are [F:1][C:2]1[C:10]([C:11]2[CH:16]=[CH:15][C:14]([O:17][CH2:18][CH2:19][CH2:20][OH:21])=[CH:13][CH:12]=2)=[C:9]([F:22])[CH:8]=[C:7]2[C:3]=1[C:4]([CH:23]=[O:24])=[CH:5][NH:6]2.CC(=CC)C.Cl([O-])=[O:31].[Na+].P([O-])(O)(O)=O.[Na+]. The catalyst is C(#N)C.C(O)(C)(C)C.O. The product is [F:1][C:2]1[C:10]([C:11]2[CH:12]=[CH:13][C:14]([O:17][CH2:18][CH2:19][CH2:20][OH:21])=[CH:15][CH:16]=2)=[C:9]([F:22])[CH:8]=[C:7]2[C:3]=1[C:4]([C:23]([OH:31])=[O:24])=[CH:5][NH:6]2. The yield is 0.430.